Dataset: Reaction yield outcomes from USPTO patents with 853,638 reactions. Task: Predict the reaction yield, written as a fraction of the theoretical maximum amount of product (1.0 means a 100% yield; for example, 0.34 means a 34% yield). (1) The reactants are C(=O)([O-])[O-].[K+].[K+].[CH2:7](I)[CH3:8].[NH2:10][C:11]1[CH:19]=[C:18]([Cl:20])[C:17]([C:21]([F:24])([F:23])[F:22])=[CH:16][C:12]=1[C:13]([OH:15])=[O:14].O. The catalyst is CN(C=O)C. The product is [CH2:7]([O:14][C:13](=[O:15])[C:12]1[CH:16]=[C:17]([C:21]([F:24])([F:22])[F:23])[C:18]([Cl:20])=[CH:19][C:11]=1[NH2:10])[CH3:8]. The yield is 0.630. (2) The reactants are [Br:1][C:2]1[N:3]([CH:27]([CH3:29])[CH3:28])[C:4]([CH:10]([C:20]2[CH:25]=[CH:24][C:23]([Cl:26])=[CH:22][CH:21]=2)[NH:11][C:12]2[CH:17]=[CH:16][C:15](=[O:18])[N:14]([CH3:19])[CH:13]=2)=[C:5]([C:7]([O-:9])=O)[N:6]=1.[Na+]. The catalyst is CN(C=O)C.CN(C1C=CN=CC=1)C.CCOC(C)=O.O. The product is [Br:1][C:2]1[N:3]([CH:27]([CH3:29])[CH3:28])[C:4]2[CH:10]([C:20]3[CH:21]=[CH:22][C:23]([Cl:26])=[CH:24][CH:25]=3)[N:11]([C:12]3[CH:17]=[CH:16][C:15](=[O:18])[N:14]([CH3:19])[CH:13]=3)[C:7](=[O:9])[C:5]=2[N:6]=1. The yield is 0.670. (3) The reactants are [CH2:1]([P:3]([CH2:6][CH:7](C)[CH2:8][OH:9])(=[O:5])[OH:4])[CH3:2].[O-]CCCC.[O-]CCCC.[O-]CCCC.[O-]CCCC.[Ti+4:31]. The catalyst is C1(C)C=CC=CC=1. The product is [Ti+4:31].[CH2:1]([P:3]([CH2:6][CH2:7][CH2:8][OH:9])(=[O:4])[O-:5])[CH3:2].[CH2:1]([P:3]([CH2:6][CH2:7][CH2:8][OH:9])(=[O:4])[O-:5])[CH3:2].[CH2:1]([P:3]([CH2:6][CH2:7][CH2:8][OH:9])(=[O:4])[O-:5])[CH3:2].[CH2:1]([P:3]([CH2:6][CH2:7][CH2:8][OH:9])(=[O:4])[O-:5])[CH3:2]. The yield is 0.910.